From a dataset of Full USPTO retrosynthesis dataset with 1.9M reactions from patents (1976-2016). Predict the reactants needed to synthesize the given product. (1) Given the product [OH:28][NH:27][C:21]([C:19]1[CH:18]=[CH:17][C:8]2[CH2:9][N:10]([C:11]3[CH:16]=[CH:15][CH:14]=[CH:13][CH:12]=3)[C@@H:4]([CH:1]([CH3:3])[CH3:2])[CH2:5][O:6][C:7]=2[CH:20]=1)=[O:23], predict the reactants needed to synthesize it. The reactants are: [CH:1]([C@@H:4]1[N:10]([C:11]2[CH:16]=[CH:15][CH:14]=[CH:13][CH:12]=2)[CH2:9][C:8]2[CH:17]=[CH:18][C:19]([C:21]([O:23]C)=O)=[CH:20][C:7]=2[O:6][CH2:5]1)([CH3:3])[CH3:2].CO.[NH2:27][OH:28].[OH-].[Na+]. (2) Given the product [CH2:11]([CH:10]([C:18](=[O:21])[C:17]([O:20][CH2:5][CH3:7])=[O:19])[C:9]([O:14][CH2:15][CH3:16])=[O:13])[CH3:12], predict the reactants needed to synthesize it. The reactants are: C([N-][CH:5]([CH3:7])C)(C)C.[Li+].[C:9]([O:14][CH2:15][CH3:16])(=[O:13])[CH2:10][CH2:11][CH3:12].[C:17]([OH:20])(=[O:19])[CH3:18].[OH2:21]. (3) Given the product [C:1]([C:3]1[CH:4]=[C:5]([C:9]2[CH2:10][C:11](=[O:12])[NH:13][C:14]3[CH:19]=[C:18]([N:20]4[CH:24]=[C:23]([C:25]5[CH:30]=[CH:29][CH:28]=[CH:27][CH:26]=5)[C:22]([C:31]#[N:32])=[CH:21]4)[CH:17]=[CH:16][C:15]=3[N:33]=2)[CH:6]=[CH:7][CH:8]=1)#[N:2], predict the reactants needed to synthesize it. The reactants are: [C:1]([C:3]1[CH:4]=[C:5]([C:9](=O)[CH2:10][C:11]([NH:13][C:14]2[CH:19]=[C:18]([N:20]3[CH:24]=[C:23]([C:25]4[CH:30]=[CH:29][CH:28]=[CH:27][CH:26]=4)[C:22]([C:31]#[N:32])=[CH:21]3)[CH:17]=[CH:16][C:15]=2[N+:33]([O-])=O)=[O:12])[CH:6]=[CH:7][CH:8]=1)#[N:2].